From a dataset of CYP2D6 substrate classification data from Carbon-Mangels et al.. Regression/Classification. Given a drug SMILES string, predict its absorption, distribution, metabolism, or excretion properties. Task type varies by dataset: regression for continuous measurements (e.g., permeability, clearance, half-life) or binary classification for categorical outcomes (e.g., BBB penetration, CYP inhibition). Dataset: cyp2d6_substrate_carbonmangels. (1) The drug is Cc1c(C)c2c(c(C)c1O)CC[C@](C)(COc1ccc(C[C@@H]3SC(=O)NC3=O)cc1)O2. The result is 1 (substrate). (2) The compound is C[C@H](N/C(=N\C#N)Nc1ccncc1)C(C)(C)C. The result is 1 (substrate).